Dataset: NCI-60 drug combinations with 297,098 pairs across 59 cell lines. Task: Regression. Given two drug SMILES strings and cell line genomic features, predict the synergy score measuring deviation from expected non-interaction effect. (1) Drug 1: C1CCC(CC1)NC(=O)N(CCCl)N=O. Drug 2: C1=NC2=C(N1)C(=S)N=CN2. Cell line: RXF 393. Synergy scores: CSS=7.41, Synergy_ZIP=-10.6, Synergy_Bliss=-18.3, Synergy_Loewe=-18.8, Synergy_HSA=-16.2. (2) Drug 2: C1=NC(=NC(=O)N1C2C(C(C(O2)CO)O)O)N. Cell line: MOLT-4. Drug 1: C1CN1P(=S)(N2CC2)N3CC3. Synergy scores: CSS=55.3, Synergy_ZIP=-0.274, Synergy_Bliss=-0.496, Synergy_Loewe=-9.69, Synergy_HSA=1.17.